Dataset: Reaction yield outcomes from USPTO patents with 853,638 reactions. Task: Predict the reaction yield, written as a fraction of the theoretical maximum amount of product (1.0 means a 100% yield; for example, 0.34 means a 34% yield). (1) The reactants are [CH3:1][C:2]1[C:20]([CH3:21])=[CH:19][CH:18]=[CH:17][C:3]=1[O:4][C:5]([CH3:16])([CH3:15])[CH:6]([C:8]1[CH:13]=[CH:12][C:11]([CH3:14])=[CH:10][CH:9]=1)O.FC(F)(F)S([O-])(=O)=O.C(=O)([O-])O.[Na+]. The catalyst is C1(C)C=CC=CC=1. The product is [CH3:15][C:5]1([CH3:16])[CH:6]([C:8]2[CH:13]=[CH:12][C:11]([CH3:14])=[CH:10][CH:9]=2)[C:17]2[CH:18]=[CH:19][C:20]([CH3:21])=[C:2]([CH3:1])[C:3]=2[O:4]1. The yield is 0.580. (2) The reactants are [NH2:1][C:2]1[CH:10]=[CH:9][C:5]([C:6]([OH:8])=[O:7])=[CH:4][CH:3]=1.[N+]([C:14]1[CH:19]=CC(O)=C[CH:15]=1)([O-])=O.S(=O)(=O)(O)O.OCC(CO)O.[OH-].[Na+]. No catalyst specified. The product is [N:1]1[C:2]2[C:10](=[CH:9][C:5]([C:6]([OH:8])=[O:7])=[CH:4][CH:3]=2)[CH:19]=[CH:14][CH:15]=1. The yield is 0.560. (3) The yield is 0.750. The reactants are [NH2:1][C:2]1[CH:7]=[CH:6][C:5]([N+:8]([O-])=O)=[CH:4][N:3]=1.Cl.Br[CH2:13][CH:14](OC)OC.[H][H]. The catalyst is C1COCC1.CO.[Pd].CCO. The product is [N:1]1[CH:13]=[CH:14][N:3]2[CH:4]=[C:5]([NH2:8])[CH:6]=[CH:7][C:2]=12.